From a dataset of Experimentally validated miRNA-target interactions with 360,000+ pairs, plus equal number of negative samples. Binary Classification. Given a miRNA mature sequence and a target amino acid sequence, predict their likelihood of interaction. The miRNA is mmu-miR-383-5p with sequence AGAUCAGAAGGUGACUGUGGCU. The protein sequence of the target gene is MSFVAYEELIKEGDTAILSLGHGSMVAVRVQRGAQTQTRHGVLRHSVDLIGRPFGSKVICSRGGWVYVLHPTPELWTVNLPHRTQILYSTDIALITMMLELRPGSVVCESGTGSGSVSHAIIRSVAPTGHLHTVEFHQQRADKAREEFQEHRLSQWVTVHTQDVCCSGFGVVHVADAVFLDIPSPWEAVGHAWDALKVEGGRFCSFSPCIEQVQRTCQALAAHGFTELSTLEVLPQVYNVRTVSLPLPDLGANNLETNMGSDASPFRSGTPMKETVGHTGYLTFATKTPG. Result: 0 (no interaction).